Dataset: Catalyst prediction with 721,799 reactions and 888 catalyst types from USPTO. Task: Predict which catalyst facilitates the given reaction. (1) Reactant: [C:1]([O:5][C:6]([NH:8][C:9]([CH3:14])([CH3:13])[C:10]([OH:12])=O)=[O:7])([CH3:4])([CH3:3])[CH3:2].CCN=C=NCCCN(C)C.Cl.[F:27][C:28]([F:32])([F:31])[CH2:29][NH2:30]. Product: [CH3:13][C:9]([NH:8][C:6](=[O:7])[O:5][C:1]([CH3:2])([CH3:3])[CH3:4])([CH3:14])[C:10](=[O:12])[NH:30][CH2:29][C:28]([F:32])([F:31])[F:27]. The catalyst class is: 64. (2) Reactant: Cl.[Br:2][C:3]1[CH:4]=[C:5]2[C:10](=[CH:11][CH:12]=1)[N:9]=[CH:8][C:7]([C:13](=[O:15])[CH3:14])=[C:6]2Cl.C([O-])([O-])=O.[K+].[K+].[CH:23]([N:26]([CH2:30][CH3:31])[CH:27](C)C)(C)C. Product: [Br:2][C:3]1[CH:4]=[C:5]2[C:10](=[CH:11][CH:12]=1)[N:9]=[CH:8][C:7]([C:13](=[O:15])[CH3:14])=[C:6]2[NH:9][C@H:10]1[CH2:11][CH2:12][C@H:3]([CH2:31][CH2:30][N:26]([CH3:23])[CH3:27])[CH2:4][CH2:5]1. The catalyst class is: 887. (3) Reactant: [F:1][C:2]([C:7]1[N:12]=[CH:11][C:10]2[C:13]([CH3:17])([CH3:16])[CH2:14][NH:15][C:9]=2[CH:8]=1)([F:6])[CH2:3][CH2:4][CH3:5].Cl[CH2:19][C:20](Cl)=[O:21].[C:23]([O:27][C:28]([N:30]1[CH2:35][C@H:34]([CH2:36][N:37]2[CH2:42][CH2:41][O:40][CH2:39][CH2:38]2)[NH:33][CH2:32][C@H:31]1[CH3:43])=[O:29])([CH3:26])([CH3:25])[CH3:24]. Product: [C:23]([O:27][C:28]([N:30]1[CH2:35][C@H:34]([CH2:36][N:37]2[CH2:38][CH2:39][O:40][CH2:41][CH2:42]2)[N:33]([CH2:19][C:20]([N:15]2[C:9]3[CH:8]=[C:7]([C:2]([F:6])([F:1])[CH2:3][CH2:4][CH3:5])[N:12]=[CH:11][C:10]=3[C:13]([CH3:16])([CH3:17])[CH2:14]2)=[O:21])[CH2:32][C@H:31]1[CH3:43])=[O:29])([CH3:26])([CH3:24])[CH3:25]. The catalyst class is: 202. (4) Reactant: [F:1][C:2]1[C:11]([CH:12]([N:14]2[C:18]3=[N:19][C:20]([C:23](=O)[CH3:24])=[CH:21][N:22]=[C:17]3[N:16]=[N:15]2)[CH3:13])=[C:10]([F:26])[CH:9]=[C:8]2[C:3]=1[CH:4]=[CH:5][CH:6]=[N:7]2.Cl.[NH2:28][O:29][CH2:30][CH2:31][OH:32]. Product: [OH:32][CH2:31][CH2:30][O:29]/[N:28]=[C:23](/[C:20]1[N:19]=[C:18]2[N:14]([CH:12]([C:11]3[C:2]([F:1])=[C:3]4[C:8](=[CH:9][C:10]=3[F:26])[N:7]=[CH:6][CH:5]=[CH:4]4)[CH3:13])[N:15]=[N:16][C:17]2=[N:22][CH:21]=1)\[CH3:24]. The catalyst class is: 5. (5) Reactant: [Cl:1][C:2]1[CH:7]=[CH:6][C:5]([S:8]([NH2:11])(=[O:10])=[O:9])=[CH:4][CH:3]=1.C(=O)([O-])[O-].[K+].[K+].[Cl:18][C:19]1[C:28](Cl)=[N:27][C:26]2[C:21](=[CH:22][CH:23]=[CH:24][CH:25]=2)[N:20]=1.N#N. Product: [Cl:1][C:2]1[CH:3]=[CH:4][C:5]([S:8]([NH:11][C:28]2[C:19]([Cl:18])=[N:20][C:21]3[C:26](=[CH:25][CH:24]=[CH:23][CH:22]=3)[N:27]=2)(=[O:9])=[O:10])=[CH:6][CH:7]=1. The catalyst class is: 3. (6) Reactant: [O:1]=[C:2]1[CH2:8][CH2:7][CH2:6][N:5]([C:9]([O:11][C:12]([CH3:15])([CH3:14])[CH3:13])=[O:10])[CH2:4][CH2:3]1.[Br:16]Br.CCN(CC)CC.CC(OC(OC(OC(C)(C)C)=O)=O)(C)C. Product: [Br:16][CH:8]1[C:2](=[O:1])[CH2:3][CH2:4][N:5]([C:9]([O:11][C:12]([CH3:15])([CH3:14])[CH3:13])=[O:10])[CH2:6][CH2:7]1. The catalyst class is: 22.